Dataset: Full USPTO retrosynthesis dataset with 1.9M reactions from patents (1976-2016). Task: Predict the reactants needed to synthesize the given product. (1) Given the product [Cl:9][C:7]1[S:8][C:4]2[CH:3]=[C:2]([NH:1][CH2:12][CH3:13])[CH:11]=[CH:10][C:5]=2[N:6]=1, predict the reactants needed to synthesize it. The reactants are: [NH2:1][C:2]1[CH:11]=[CH:10][C:5]2[N:6]=[C:7]([Cl:9])[S:8][C:4]=2[CH:3]=1.[CH:12](=O)[CH3:13].C(O[BH-](OC(=O)C)OC(=O)C)(=O)C.[Na+].C(O)(=O)C. (2) Given the product [C:25]([N:28]1[CH2:33][CH2:32][N:31]([C:2]2[CH:23]=[CH:22][C:5]([C:6]([NH:8][C:9]3[CH:14]=[CH:13][C:12]([Cl:15])=[C:11]([C:16]4[CH:21]=[CH:20][CH:19]=[CH:18][N:17]=4)[CH:10]=3)=[O:7])=[C:4]([CH3:24])[N:3]=2)[CH2:30][CH2:29]1)(=[O:27])[CH3:26], predict the reactants needed to synthesize it. The reactants are: Cl[C:2]1[CH:23]=[CH:22][C:5]([C:6]([NH:8][C:9]2[CH:14]=[CH:13][C:12]([Cl:15])=[C:11]([C:16]3[CH:21]=[CH:20][CH:19]=[CH:18][N:17]=3)[CH:10]=2)=[O:7])=[C:4]([CH3:24])[N:3]=1.[C:25]([N:28]1[CH2:33][CH2:32][NH:31][CH2:30][CH2:29]1)(=[O:27])[CH3:26]. (3) Given the product [OH:39][C:31]1([CH2:30][O:29][C:25]2[CH:26]=[C:27]([CH3:28])[C:22]([C:18]3[CH:19]=[CH:20][CH:21]=[C:16]([CH2:15][O:14][C:12]4[CH:11]=[CH:10][C:9]5[C@H:5]([CH2:4][C:3]([OH:41])=[O:2])[CH2:6][O:7][C:8]=5[CH:13]=4)[CH:17]=3)=[C:23]([CH3:40])[CH:24]=2)[CH2:32][CH2:33][S:34](=[O:37])(=[O:38])[CH2:35][CH2:36]1, predict the reactants needed to synthesize it. The reactants are: C[O:2][C:3](=[O:41])[CH2:4][C@H:5]1[C:9]2[CH:10]=[CH:11][C:12]([O:14][CH2:15][C:16]3[CH:17]=[C:18]([C:22]4[C:27]([CH3:28])=[CH:26][C:25]([O:29][CH2:30][C:31]5([OH:39])[CH2:36][CH2:35][S:34](=[O:38])(=[O:37])[CH2:33][CH2:32]5)=[CH:24][C:23]=4[CH3:40])[CH:19]=[CH:20][CH:21]=3)=[CH:13][C:8]=2[O:7][CH2:6]1.CO.[OH-].[Na+].Cl. (4) The reactants are: Br[CH2:2][C:3]([C:5]1[C:10](=[O:11])[NH:9][C:8]([CH3:12])=[C:7]([C:13]([O:15][CH2:16][CH3:17])=[O:14])[CH:6]=1)=O.[O:18]=[C:19]1[C:24]([C:25]([F:28])([F:27])[F:26])=[CH:23][CH:22]=[CH:21][N:20]1[CH2:29][CH2:30][C:31]([NH2:33])=[S:32]. Given the product [CH3:12][C:8]1[NH:9][C:10](=[O:11])[C:5]([C:3]2[N:33]=[C:31]([CH2:30][CH2:29][N:20]3[CH:21]=[CH:22][CH:23]=[C:24]([C:25]([F:28])([F:26])[F:27])[C:19]3=[O:18])[S:32][CH:2]=2)=[CH:6][C:7]=1[C:13]([O:15][CH2:16][CH3:17])=[O:14], predict the reactants needed to synthesize it. (5) The reactants are: Cl[C:2]1[N:7]=[CH:6][N:5]=[C:4]([NH2:8])[C:3]=1[CH2:9][CH3:10].[F:11][C:12]1[CH:17]=[CH:16][C:15]([C:18]2[N:19]=[C:20]([CH:30]3[CH2:35][CH2:34][NH:33][CH2:32][CH2:31]3)[N:21]([CH2:23][CH2:24][N:25]3[CH2:28][CH:27]([F:29])[CH2:26]3)[CH:22]=2)=[CH:14][C:13]=1[C:36]([F:39])([F:38])[F:37].CCN(C(C)C)C(C)C. Given the product [CH2:9]([C:3]1[C:4]([NH2:8])=[N:5][CH:6]=[N:7][C:2]=1[N:33]1[CH2:32][CH2:31][CH:30]([C:20]2[N:21]([CH2:23][CH2:24][N:25]3[CH2:28][CH:27]([F:29])[CH2:26]3)[CH:22]=[C:18]([C:15]3[CH:16]=[CH:17][C:12]([F:11])=[C:13]([C:36]([F:39])([F:37])[F:38])[CH:14]=3)[N:19]=2)[CH2:35][CH2:34]1)[CH3:10], predict the reactants needed to synthesize it. (6) Given the product [CH3:12][C:11]1[C:10]([C:9]([O:14][CH2:15][CH3:16])=[O:13])=[C:4]2[CH:5]=[CH:6][CH:7]=[CH:8][N:3]2[N:2]=1, predict the reactants needed to synthesize it. The reactants are: [I-].[NH2:2][N+:3]1[CH:8]=[CH:7][CH:6]=[CH:5][CH:4]=1.[C:9]([O:14][CH2:15][CH3:16])(=[O:13])[C:10]#[C:11][CH3:12].C(=O)([O-])[O-].[K+].[K+].O. (7) Given the product [CH:1]([O:4][C:5]([N:7]1[CH2:8][CH2:9][CH:10]([O:13][CH2:19][C:18]2[CH:21]=[CH:22][C:15]([Br:14])=[CH:16][CH:17]=2)[CH2:11][CH2:12]1)=[O:6])([CH3:3])[CH3:2], predict the reactants needed to synthesize it. The reactants are: [CH:1]([O:4][C:5]([N:7]1[CH2:12][CH2:11][CH:10]([OH:13])[CH2:9][CH2:8]1)=[O:6])([CH3:3])[CH3:2].[Br:14][C:15]1[CH:22]=[CH:21][C:18]([CH2:19]Br)=[CH:17][CH:16]=1. (8) Given the product [Br:1][C:2]1[CH:7]=[CH:6][C:5]([S:8]([CH3:11])(=[O:10])=[O:9])=[C:4]([OH:15])[CH:3]=1, predict the reactants needed to synthesize it. The reactants are: [Br:1][C:2]1[CH:7]=[CH:6][C:5]([S:8]([CH3:11])(=[O:10])=[O:9])=[C:4](F)[CH:3]=1.CS(CCO)(=O)=[O:15].[H-].[Na+].Cl.